From a dataset of Catalyst prediction with 721,799 reactions and 888 catalyst types from USPTO. Predict which catalyst facilitates the given reaction. (1) Reactant: [NH2:1][C:2]1[C:15]2[C:6](=[CH:7][C:8]3[C:9]4[C:14]=2[C:13](=[O:16])[N:12]([CH2:17][CH2:18][N:19]([CH3:21])[CH3:20])[C:11](=[O:22])[C:10]=4[CH:23]=[CH:24][CH:25]=3)[CH:5]=[CH:4][CH:3]=1.Cl[C:27]([O:29][CH2:30][CH3:31])=[O:28].C(N(CC)CC)C.C(Cl)Cl.CO. Product: [CH3:21][N:19]([CH3:20])[CH2:18][CH2:17][N:12]1[C:11](=[O:22])[C:10]2[CH:23]=[CH:24][CH:25]=[C:8]3[C:9]=2[C:14](=[C:15]2[C:2]([NH:1][C:27](=[O:28])[O:29][CH2:30][CH3:31])=[CH:3][CH:4]=[CH:5][C:6]2=[CH:7]3)[C:13]1=[O:16]. The catalyst class is: 4. (2) Reactant: Cl[C:2]1[C:11]([Cl:12])=[N:10][C:9]2[C:4](=[CH:5][CH:6]=[CH:7][CH:8]=2)[N:3]=1.[CH2:13]([Mg]Cl)[C:14]1[CH:19]=[CH:18][CH:17]=[CH:16][CH:15]=1. Product: [CH2:13]([C:2]1[C:11]([Cl:12])=[N:10][C:9]2[C:4](=[CH:5][CH:6]=[CH:7][CH:8]=2)[N:3]=1)[C:14]1[CH:19]=[CH:18][CH:17]=[CH:16][CH:15]=1. The catalyst class is: 168. (3) Reactant: Cl[C:2]1[N:7]=[C:6]([N:8]([CH3:10])[CH3:9])[C:5]([CH3:11])=[C:4]([CH3:12])[N:3]=1.CCN(C(C)C)C(C)C.[C:22]([O:26][C:27](=[O:36])[NH:28][C@H:29]1[CH2:34][CH2:33][C@@H:32]([NH2:35])[CH2:31][CH2:30]1)([CH3:25])([CH3:24])[CH3:23]. Product: [C:22]([O:26][C:27](=[O:36])[NH:28][C@H:29]1[CH2:30][CH2:31][C@@H:32]([NH:35][C:2]2[N:7]=[C:6]([N:8]([CH3:10])[CH3:9])[C:5]([CH3:11])=[C:4]([CH3:12])[N:3]=2)[CH2:33][CH2:34]1)([CH3:25])([CH3:23])[CH3:24]. The catalyst class is: 41. (4) Reactant: [OH-].[Na+].[CH2:3]([O:5][CH2:6][C:7]1[N:8]([CH2:44][C:45]([OH:48])([CH3:47])[CH3:46])[C:9]2[C:18]3[CH:17]=[CH:16][C:15]([C:19]([O:21]C)=[O:20])=[CH:14][C:13]=3[N:12]=[C:11]([NH:23][C:24]([C:37]3[CH:42]=[CH:41][CH:40]=[CH:39][CH:38]=3)([C:31]3[CH:36]=[CH:35][CH:34]=[CH:33][CH:32]=3)[C:25]3[CH:30]=[CH:29][CH:28]=[CH:27][CH:26]=3)[C:10]=2[N:43]=1)[CH3:4]. Product: [CH2:3]([O:5][CH2:6][C:7]1[N:8]([CH2:44][C:45]([OH:48])([CH3:47])[CH3:46])[C:9]2[C:18]3[CH:17]=[CH:16][C:15]([C:19]([OH:21])=[O:20])=[CH:14][C:13]=3[N:12]=[C:11]([NH:23][C:24]([C:31]3[CH:36]=[CH:35][CH:34]=[CH:33][CH:32]=3)([C:37]3[CH:38]=[CH:39][CH:40]=[CH:41][CH:42]=3)[C:25]3[CH:30]=[CH:29][CH:28]=[CH:27][CH:26]=3)[C:10]=2[N:43]=1)[CH3:4]. The catalyst class is: 36. (5) Reactant: [Cl:1][C:2]1[CH:10]=[C:9]2[C:5]([C:6]([CH2:24][CH:25]([CH3:27])[CH3:26])=[CH:7][N:8]2[C:11]2[S:12][CH:13]=[C:14]([NH:16]C(=O)OC(C)(C)C)[N:15]=2)=[CH:4][CH:3]=1.Cl. Product: [ClH:1].[Cl:1][C:2]1[CH:10]=[C:9]2[C:5]([C:6]([CH2:24][CH:25]([CH3:27])[CH3:26])=[CH:7][N:8]2[C:11]2[S:12][CH:13]=[C:14]([NH2:16])[N:15]=2)=[CH:4][CH:3]=1. The catalyst class is: 12. (6) Reactant: [CH:1]12[CH2:7][CH:4]([NH:5][CH2:6]1)[CH2:3][N:2]2[C:8]1[N:13]2[CH:14]=[CH:15][N:16]=[C:12]2[CH:11]=[C:10]([C:17]2[CH:22]=[CH:21][N:20]=[C:19]([NH:23][CH2:24][C:25]3[C:34]4[C:29](=[CH:30][CH:31]=[CH:32][CH:33]=4)[CH:28]=[CH:27][CH:26]=3)[CH:18]=2)[N:9]=1.[CH3:35][C:36]([CH3:38])=O.CO. Product: [CH:36]([N:5]1[CH2:6][C@@H:1]2[CH2:7][C@H:4]1[CH2:3][N:2]2[C:8]1[N:13]2[CH:14]=[CH:15][N:16]=[C:12]2[CH:11]=[C:10]([C:17]2[CH:22]=[CH:21][N:20]=[C:19]([NH:23][CH2:24][C:25]3[C:34]4[C:29](=[CH:30][CH:31]=[CH:32][CH:33]=4)[CH:28]=[CH:27][CH:26]=3)[CH:18]=2)[N:9]=1)([CH3:38])[CH3:35]. The catalyst class is: 373.